The task is: Predict the reaction yield, written as a fraction of the theoretical maximum amount of product (1.0 means a 100% yield; for example, 0.34 means a 34% yield).. This data is from Reaction yield outcomes from USPTO patents with 853,638 reactions. (1) The reactants are [NH2:1][C:2]1[CH:3]=[CH:4][C:5]([CH3:21])=[C:6]([NH:8][C:9]2C=[C:13]([C:15]3[CH:16]=[N:17][CH:18]=[CH:19][CH:20]=3)[CH:12]=[CH:11][N:10]=2)[CH:7]=1.Cl.Cl.[CH3:24][N:25]1[CH2:30][CH2:29][N:28]([CH2:31][C:32]2[CH:40]=[CH:39][C:35]([C:36](Cl)=[O:37])=[CH:34][CH:33]=2)[CH2:27][CH2:26]1.O.[NH4+:42].[OH-]. The catalyst is N1C=CC=CC=1. The product is [CH3:21][C:5]1[CH:4]=[CH:3][C:2]([NH:1][C:36]([C:35]2[CH:34]=[CH:33][C:32]([CH2:31][N:28]3[CH2:29][CH2:30][N:25]([CH3:24])[CH2:26][CH2:27]3)=[CH:40][CH:39]=2)=[O:37])=[CH:7][C:6]=1[NH:8][C:9]1[N:10]=[CH:11][CH:12]=[C:13]([C:15]2[CH:20]=[CH:19][CH:18]=[N:17][CH:16]=2)[N:42]=1. The yield is 0.950. (2) The reactants are [Cl:1][C:2]1[C:3]([N:18]2[CH2:23][CH2:22][CH2:21][C@@H:20]([NH:24]C(=O)OC(C)(C)C)[CH2:19]2)=[C:4]2[C:10]([NH:11][C:12](=[O:17])[C@@H:13]([O:15][CH3:16])[CH3:14])=[CH:9][NH:8][C:5]2=[N:6][CH:7]=1.C(O)(C(F)(F)F)=O. The catalyst is C(Cl)Cl. The product is [ClH:1].[NH2:24][C@@H:20]1[CH2:21][CH2:22][CH2:23][N:18]([C:3]2[C:2]([Cl:1])=[CH:7][N:6]=[C:5]3[NH:8][CH:9]=[C:10]([NH:11][C:12](=[O:17])[C@@H:13]([O:15][CH3:16])[CH3:14])[C:4]=23)[CH2:19]1. The yield is 0.560. (3) The reactants are [N+:1]([C:4]1[CH:5]=[CH:6][C:7]([CH2:10][CH2:11][CH2:12][C:13]2[S:14][CH:15]=[CH:16][N:17]=2)=[N:8][CH:9]=1)([O-])=O.[NH4+].[Cl-]. The catalyst is O.CO.[Fe]. The product is [S:14]1[CH:15]=[CH:16][N:17]=[C:13]1[CH2:12][CH2:11][CH2:10][C:7]1[N:8]=[CH:9][C:4]([NH2:1])=[CH:5][CH:6]=1. The yield is 0.830. (4) The reactants are [NH2:1][C:2]1[CH:10]=[CH:9][CH:8]=[C:7]2[C:3]=1[C:4](=[O:20])[N:5]([CH:12]1[CH2:17][CH2:16][C:15](=[O:18])[NH:14][C:13]1=[O:19])[C:6]2=[O:11].[C:21](Cl)(=[O:24])[CH2:22][CH3:23]. The catalyst is C1COCC1. The product is [O:19]=[C:13]1[CH:12]([N:5]2[C:4](=[O:20])[C:3]3[C:7](=[CH:8][CH:9]=[CH:10][C:2]=3[NH:1][C:21](=[O:24])[CH2:22][CH3:23])[C:6]2=[O:11])[CH2:17][CH2:16][C:15](=[O:18])[NH:14]1. The yield is 0.880. (5) The reactants are Br[CH2:2][C:3]([NH:5][C:6]1[C:7]([S:15]([CH3:17])=[O:16])=[N:8][C:9]([CH3:14])=[CH:10][C:11]=1[S:12][CH3:13])=[O:4].[N:18]1[C:22]2[CH:23]=[CH:24][CH:25]=[CH:26][C:21]=2[NH:20][C:19]=1[S:27]([CH2:29][CH2:30][N:31]1[CH2:36][CH2:35][NH:34][CH2:33][CH2:32]1)=[O:28].C(=O)([O-])[O-].[K+].[K+]. The catalyst is CN(C=O)C.O. The product is [N:18]1[C:22]2[CH:23]=[CH:24][CH:25]=[CH:26][C:21]=2[NH:20][C:19]=1[S:27]([CH2:29][CH2:30][N:31]1[CH2:36][CH2:35][N:34]([CH2:2][C:3]([NH:5][C:6]2[C:7]([S:15]([CH3:17])=[O:16])=[N:8][C:9]([CH3:14])=[CH:10][C:11]=2[S:12][CH3:13])=[O:4])[CH2:33][CH2:32]1)=[O:28]. The yield is 0.490. (6) The reactants are [Cl:1][C:2]1[CH:8]=[C:7]([O:9][C:10]2[C:19]3[C:14](=[CH:15][C:16]([O:22][CH3:23])=[C:17]([O:20][CH3:21])[CH:18]=3)[N:13]=[CH:12][N:11]=2)[CH:6]=[CH:5][C:3]=1[NH2:4].C1(C)C=CC=CC=1.C(N(CC)CC)C.Cl[C:39](Cl)([O:41]C(=O)OC(Cl)(Cl)Cl)Cl.[Cl:50][C:51]1[CH:52]=[C:53]([CH:57]=[CH:58][CH:59]=1)[CH:54]([OH:56])[CH3:55]. The catalyst is C(Cl)Cl. The product is [Cl:1][C:2]1[CH:8]=[C:7]([O:9][C:10]2[C:19]3[C:14](=[CH:15][C:16]([O:22][CH3:23])=[C:17]([O:20][CH3:21])[CH:18]=3)[N:13]=[CH:12][N:11]=2)[CH:6]=[CH:5][C:3]=1[NH:4][C:39](=[O:41])[O:56][CH:54]([C:53]1[CH:57]=[CH:58][CH:59]=[C:51]([Cl:50])[CH:52]=1)[CH3:55]. The yield is 0.360. (7) The reactants are [CH2:1]([N:8]([CH3:27])[C:9]([CH:11]1[C:23]2[C:22]3[C:17](=[CH:18][CH:19]=[CH:20][CH:21]=3)[N:16]([CH2:24][CH2:25][OH:26])[C:15]=2[CH2:14][CH2:13][CH2:12]1)=[O:10])[C:2]1[CH:7]=[CH:6][CH:5]=[CH:4][CH:3]=1.N1C=CC=CC=1.[CH3:34][S:35](Cl)(=[O:37])=[O:36]. The catalyst is ClCCl. The product is [CH2:1]([N:8]([CH3:27])[C:9]([CH:11]1[C:23]2[C:22]3[C:17](=[CH:18][CH:19]=[CH:20][CH:21]=3)[N:16]([CH2:24][CH2:25][O:26][S:35]([CH3:34])(=[O:37])=[O:36])[C:15]=2[CH2:14][CH2:13][CH2:12]1)=[O:10])[C:2]1[CH:3]=[CH:4][CH:5]=[CH:6][CH:7]=1. The yield is 0.320. (8) The reactants are [Cl:1][C:2]1[CH:3]=[C:4]2[C:8](=[CH:9][CH:10]=1)[NH:7][CH:6]=[C:5]2[CH2:11][CH2:12][NH:13][C:14](=[O:23])[C:15]1[CH:20]=[CH:19][CH:18]=[C:17]([CH2:21]Cl)[CH:16]=1.[Cl:24][C:25]1[CH:30]=[CH:29][C:28](B(O)O)=[CH:27][CH:26]=1.C(=O)([O-])[O-].[Na+].[Na+].[I-].[Na+]. The catalyst is C(COC)OC.O.C1C=CC([P]([Pd]([P](C2C=CC=CC=2)(C2C=CC=CC=2)C2C=CC=CC=2)([P](C2C=CC=CC=2)(C2C=CC=CC=2)C2C=CC=CC=2)[P](C2C=CC=CC=2)(C2C=CC=CC=2)C2C=CC=CC=2)(C2C=CC=CC=2)C2C=CC=CC=2)=CC=1. The product is [Cl:1][C:2]1[CH:3]=[C:4]2[C:8](=[CH:9][CH:10]=1)[NH:7][CH:6]=[C:5]2[CH2:11][CH2:12][NH:13][C:14](=[O:23])[C:15]1[CH:20]=[CH:19][CH:18]=[C:17]([CH2:21][C:28]2[CH:29]=[CH:30][C:25]([Cl:24])=[CH:26][CH:27]=2)[CH:16]=1. The yield is 0.470.